Dataset: Catalyst prediction with 721,799 reactions and 888 catalyst types from USPTO. Task: Predict which catalyst facilitates the given reaction. (1) Reactant: [NH2:1][C:2]1[N:7]=[CH:6][N:5]=[C:4]2[N:8]([CH:12]([C:14]3[O:15][C:16]4[C:21]([C:22](=[O:31])[C:23]=3[C:24]3[CH:29]=[CH:28][CH:27]=[C:26]([F:30])[CH:25]=3)=[CH:20][CH:19]=[CH:18][CH:17]=4)[CH3:13])[N:9]=[C:10](I)[C:3]=12.[CH3:32][C:33]1[C:41]2[C:36](=[CH:37][C:38](B3OC(C)(C)C(C)(C)O3)=[CH:39][CH:40]=2)[NH:35][N:34]=1.C(=O)([O-])[O-].[Na+].[Na+].ClCCl. Product: [NH2:1][C:2]1[N:7]=[CH:6][N:5]=[C:4]2[N:8]([CH:12]([C:14]3[O:15][C:16]4[C:21]([C:22](=[O:31])[C:23]=3[C:24]3[CH:29]=[CH:28][CH:27]=[C:26]([F:30])[CH:25]=3)=[CH:20][CH:19]=[CH:18][CH:17]=4)[CH3:13])[N:9]=[C:10]([C:38]3[CH:37]=[C:36]4[C:41]([C:33]([CH3:32])=[N:34][NH:35]4)=[CH:40][CH:39]=3)[C:3]=12. The catalyst class is: 615. (2) Reactant: Br[C:2]1[C:3]([CH2:27][N:28]2[CH2:33][CH2:32][O:31][CH2:30][CH2:29]2)=[CH:4][C:5]([O:17][CH2:18][C:19]2[CH:24]=[CH:23][C:22]([F:25])=[CH:21][C:20]=2[F:26])=[C:6]([CH:16]=1)[C:7]([NH:9][C:10]1[C:11]([CH3:15])=[N:12][O:13][CH:14]=1)=[O:8].[CH3:34][N:35]1[CH:39]=[C:38](B2OC(C)(C)C(C)(C)O2)[CH:37]=[N:36]1.C(=O)([O-])[O-].[Na+].[Na+]. Product: [F:26][C:20]1[CH:21]=[C:22]([F:25])[CH:23]=[CH:24][C:19]=1[CH2:18][O:17][C:5]1[CH:4]=[C:3]([CH2:27][N:28]2[CH2:33][CH2:32][O:31][CH2:30][CH2:29]2)[C:2]([C:38]2[CH:37]=[N:36][N:35]([CH3:34])[CH:39]=2)=[CH:16][C:6]=1[C:7]([NH:9][C:10]1[C:11]([CH3:15])=[N:12][O:13][CH:14]=1)=[O:8]. The catalyst class is: 104. (3) Product: [CH2:1]([N:3]1[C:7]2[CH:8]=[C:9]([C:12]([F:13])([F:15])[F:14])[CH:10]=[CH:11][C:6]=2[N:5]=[C:4]1[C@H:16]([NH:18][S:19]([C:22]1[CH:23]=[N+:24]([O-:28])[CH:25]=[CH:26][CH:27]=1)(=[O:21])=[O:20])[CH3:17])[CH3:2]. Reactant: [CH2:1]([N:3]1[C:7]2[CH:8]=[C:9]([C:12]([F:15])([F:14])[F:13])[CH:10]=[CH:11][C:6]=2[N:5]=[C:4]1[C@H:16]([NH:18][S:19]([C:22]1[CH:23]=[N:24][CH:25]=[CH:26][CH:27]=1)(=[O:21])=[O:20])[CH3:17])[CH3:2].[OH:28]O. The catalyst class is: 15. (4) Reactant: [Cl:1][C:2]1[CH:7]=[CH:6][CH:5]=[C:4]([Cl:8])[C:3]=1[C:9](Cl)=[N:10][OH:11].[Cl:13][CH:14]([Cl:26])[C:15]([NH:17][C:18]1[CH:23]=[CH:22][C:21]([C:24]#[CH:25])=[CH:20][CH:19]=1)=[O:16]. Product: [Cl:13][CH:14]([Cl:26])[C:15]([NH:17][C:18]1[CH:23]=[CH:22][C:21]([C:24]2[O:11][N:10]=[C:9]([C:3]3[C:2]([Cl:1])=[CH:7][CH:6]=[CH:5][C:4]=3[Cl:8])[CH:25]=2)=[CH:20][CH:19]=1)=[O:16]. The catalyst class is: 531. (5) Product: [CH2:1]([N:5]1[CH2:6][CH2:7][O:8][C:20](=[O:22])[O:11][CH2:10][CH2:9]1)[CH2:2][CH2:3][CH3:4]. The catalyst class is: 1. Reactant: [CH2:1]([N:5]([CH2:9][CH2:10][OH:11])[CH2:6][CH2:7][OH:8])[CH2:2][CH2:3][CH3:4].C(N(CC)CC)C.Cl[C:20](Cl)([O:22]C(=O)OC(Cl)(Cl)Cl)Cl. (6) Reactant: C[O-].[Na+].C([O:7][C@@H:8]1[C@@H:17]([O:18]C(=O)C)[C@H:16]([O:22][C@@H:23]2[O:40][C@H:39]([CH2:41][O:42]C(=O)C)[C@H:34]([O:35]C(=O)C)[C@H:29]([O:30]C(=O)C)[C@H:24]2[O:25]C(=O)C)[C@@H:15]([CH2:46][O:47]C(=O)C)[O:14][C@H:9]1[O:10][CH2:11][CH2:12][Br:13])(=O)C. Product: [C@@H:23]1([O:22][C@@H:16]2[C@@H:15]([CH2:46][OH:47])[O:14][C@@H:9]([O:10][CH2:11][CH2:12][Br:13])[C@H:8]([OH:7])[C@H:17]2[OH:18])[O:40][C@H:39]([CH2:41][OH:42])[C@H:34]([OH:35])[C@H:29]([OH:30])[C@H:24]1[OH:25]. The catalyst class is: 5. (7) Reactant: [CH3:1][O:2][C:3]1[CH:8]=[C:7]([C:9]([F:12])([F:11])[F:10])[CH:6]=[CH:5][C:4]=1B(O)O.[Br:16][C:17]1[CH:26]=[C:25]2[C:20]([C:21](Cl)=[N:22][CH:23]=[N:24]2)=[CH:19][CH:18]=1.C(=O)([O-])[O-].[K+].[K+].O. Product: [Br:16][C:17]1[CH:26]=[C:25]2[C:20]([C:21]([C:4]3[CH:5]=[CH:6][C:7]([C:9]([F:12])([F:11])[F:10])=[CH:8][C:3]=3[O:2][CH3:1])=[N:22][CH:23]=[N:24]2)=[CH:19][CH:18]=1. The catalyst class is: 440. (8) Reactant: [NH2:1][C:2]1[CH:3]=[C:4]([SH:8])[CH:5]=[CH:6][CH:7]=1.[C:9](O[C:9]([O:11][C:12]([CH3:15])([CH3:14])[CH3:13])=[O:10])([O:11][C:12]([CH3:15])([CH3:14])[CH3:13])=[O:10].C(N(CC)CC)C. Product: [NH2:1][C:2]1[CH:3]=[C:4]([S:8][C:9]([O:11][C:12]([CH3:15])([CH3:14])[CH3:13])=[O:10])[CH:5]=[CH:6][CH:7]=1. The catalyst class is: 4.